The task is: Predict the product of the given reaction.. This data is from Forward reaction prediction with 1.9M reactions from USPTO patents (1976-2016). (1) Given the reactants ClC1C=C[N:5]=[C:4]2C=C(C(N3CC[C@@H](OC)C3)=O)SC=12.[CH3:20][O:21][C@@H:22]1[CH2:26][CH2:25][N:24]([C:27]([C:29]2[S:37][C:36]3[C:31](=[N:32][CH:33]=[CH:34][C:35]=3[O:38][C:39]3[CH:40]=[CH:41][C:42]4[C:46]([C:47]([OH:49])=O)=[C:45]([CH3:50])S[C:43]=4[CH:51]=3)[CH:30]=2)=[O:28])[CH2:23]1.C([O-])([O-])=[O:53].[Cs+].[Cs+], predict the reaction product. The product is: [CH3:4][NH:5][C:47]([C:46]1[C:42]2[CH:41]=[CH:40][C:39]([O:38][C:35]3[CH:34]=[CH:33][N:32]=[C:31]4[CH:30]=[C:29]([C:27]([N:24]5[CH2:25][CH2:26][CH:22]([O:21][CH3:20])[CH2:23]5)=[O:28])[S:37][C:36]=34)=[CH:51][C:43]=2[O:53][C:45]=1[CH3:50])=[O:49]. (2) Given the reactants [C:1]([O:8][CH3:9])(=[O:7])[CH2:2][C:3]([O:5][CH3:6])=[O:4].[H-].[Na+].[Br:12][C:13]1[CH:18]=[CH:17][N:16]=[C:15]([CH2:19]Cl)[CH:14]=1.[NH4+].[Cl-], predict the reaction product. The product is: [CH3:6][O:5][C:3](=[O:4])[CH:2]([CH2:19][C:15]1[CH:14]=[C:13]([Br:12])[CH:18]=[CH:17][N:16]=1)[C:1]([O:8][CH3:9])=[O:7].